The task is: Predict the reaction yield, written as a fraction of the theoretical maximum amount of product (1.0 means a 100% yield; for example, 0.34 means a 34% yield).. This data is from Reaction yield outcomes from USPTO patents with 853,638 reactions. (1) The reactants are [CH:1]([C:4]1[C:9](=[O:10])[NH:8][C:7](=[O:11])[NH:6][C:5]=1[C:12]([C:14]1[CH:15]=[C:16]([C:22]#[N:23])[CH:17]=[C:18]([CH:21]=1)[C:19]#[N:20])=[O:13])([CH3:3])[CH3:2].[F:24][C:25]1[CH:30]=[C:29]([CH2:31]OS(C)(=O)=O)[CH:28]=[C:27]([NH:37][CH2:38][C:39]2[CH:44]=[CH:43][C:42]([O:45][CH3:46])=[CH:41][CH:40]=2)[N:26]=1.[I-].[Li+].C(=O)([O-])[O-].[K+].[K+]. The catalyst is CN(C=O)C.C(OCC)(=O)C. The product is [F:24][C:25]1[CH:30]=[C:29]([CH2:31][N:6]2[C:5]([C:12]([C:14]3[CH:15]=[C:16]([C:22]#[N:23])[CH:17]=[C:18]([CH:21]=3)[C:19]#[N:20])=[O:13])=[C:4]([CH:1]([CH3:3])[CH3:2])[C:9](=[O:10])[NH:8][C:7]2=[O:11])[CH:28]=[C:27]([NH:37][CH2:38][C:39]2[CH:44]=[CH:43][C:42]([O:45][CH3:46])=[CH:41][CH:40]=2)[N:26]=1. The yield is 0.310. (2) The reactants are [CH:1]1([C:4]2[C:9]([C:10]3[CH:15]=[CH:14][CH:13]=[CH:12][CH:11]=3)=[CH:8][C:7]([N+:16]([O-])=O)=[CH:6][N:5]=2)[CH2:3][CH2:2]1.Cl[Sn]Cl.O. The catalyst is C(O)C. The product is [CH:1]1([C:4]2[N:5]=[CH:6][C:7]([NH2:16])=[CH:8][C:9]=2[C:10]2[CH:15]=[CH:14][CH:13]=[CH:12][CH:11]=2)[CH2:3][CH2:2]1. The yield is 0.570. (3) The reactants are FC(F)(F)C(O)=O.[Cl:8][C:9]1[CH:14]=[CH:13][C:12]([C:15]2[CH:16]=[C:17]([C:27]([NH:29][N:30]3[CH2:35][CH2:34][NH:33][CH2:32][CH2:31]3)=[O:28])[CH:18]=[N:19][C:20]=2[O:21][CH2:22][C:23]([F:26])([F:25])[F:24])=[CH:11][CH:10]=1.C(N(CC)C(C)C)(C)C.[CH3:45][S:46](Cl)(=[O:48])=[O:47]. The catalyst is ClCCl. The product is [Cl:8][C:9]1[CH:14]=[CH:13][C:12]([C:15]2[CH:16]=[C:17]([C:27]([NH:29][N:30]3[CH2:31][CH2:32][N:33]([S:46]([CH3:45])(=[O:48])=[O:47])[CH2:34][CH2:35]3)=[O:28])[CH:18]=[N:19][C:20]=2[O:21][CH2:22][C:23]([F:24])([F:26])[F:25])=[CH:11][CH:10]=1. The yield is 0.540.